Dataset: hERG channel blocking data for cardiac toxicity assessment. Task: Regression/Classification. Given a drug SMILES string, predict its toxicity properties. Task type varies by dataset: regression for continuous values (e.g., LD50, hERG inhibition percentage) or binary classification for toxic/non-toxic outcomes (e.g., AMES mutagenicity, cardiotoxicity, hepatotoxicity). Dataset: herg. (1) The molecule is Nc1nc2ccc(OC(F)(F)F)cc2s1. The result is 0 (non-blocker). (2) The drug is CCN(C)C(=O)Oc1cccc([C@H](C)[NH+](C)C)c1. The result is 0 (non-blocker). (3) The molecule is Cc1ccc2c(n1)N1[C@H](C)CNC[C@H]1C2. The result is 1 (blocker). (4) The compound is CCc1c(C)[nH]c2c1/C(=N/NC(=O)Nc1ccccc1)CCC2. The result is 1 (blocker). (5) The drug is Cc1nccn1C[C@@H]1CCc2c(c3ccccc3n2C)C1=O. The result is 1 (blocker). (6) The molecule is C/C=C1\N(C)[C@H](C)CC1(c1ccccc1)c1ccccc1. The result is 0 (non-blocker). (7) The drug is C[C@H]1COc2c(N3CC[NH+](C)CC3)c(F)cc3c(=O)c(C(=O)[O-])cn1c23. The result is 0 (non-blocker). (8) The drug is O=C(CCCN1CCC(n2c(=O)[nH]c3ccccc32)CC1)c1ccc(F)cc1. The result is 1 (blocker). (9) The drug is O=C([O-])CCc1nc(-c2ccccc2)c(-c2ccccc2)o1. The result is 0 (non-blocker). (10) The molecule is O=C(O)CN(CCN(CC(=O)O)CC(=O)O)CC(=O)O.[Cu+2]. The result is 0 (non-blocker).